From a dataset of Reaction yield outcomes from USPTO patents with 853,638 reactions. Predict the reaction yield, written as a fraction of the theoretical maximum amount of product (1.0 means a 100% yield; for example, 0.34 means a 34% yield). (1) The reactants are [CH3:1][O:2][C:3]1[CH:8]=[CH:7][CH:6]=[CH:5][C:4]=1[N:9]1[CH2:14][CH2:13][N:12]([CH:15]([CH3:22])[CH2:16][C:17](OCC)=[O:18])[CH2:11][CH2:10]1.O.[NH2:24][NH2:25]. The catalyst is C(O)C. The product is [CH3:1][O:2][C:3]1[CH:8]=[CH:7][CH:6]=[CH:5][C:4]=1[N:9]1[CH2:14][CH2:13][N:12]([CH:15]([CH3:22])[CH2:16][C:17]([NH:24][NH2:25])=[O:18])[CH2:11][CH2:10]1. The yield is 0.760. (2) The reactants are [CH3:1][C:2]1[O:3][CH:4]=[CH:5][C:6]=1[C:7]1[C:12]([C:13]2[CH:18]=[CH:17][N:16]=[C:15]([CH3:19])[CH:14]=2)=[CH:11][N:10]=[C:9]([N:20]2[CH2:25][CH2:24][CH2:23][CH:22]([CH3:26])[CH2:21]2)[N:8]=1.[ClH:27]. The catalyst is ClCCl. The product is [ClH:27].[CH3:1][C:2]1[O:3][CH:4]=[CH:5][C:6]=1[C:7]1[C:12]([C:13]2[CH:18]=[CH:17][N:16]=[C:15]([CH3:19])[CH:14]=2)=[CH:11][N:10]=[C:9]([N:20]2[CH2:25][CH2:24][CH2:23][CH:22]([CH3:26])[CH2:21]2)[N:8]=1. The yield is 0.890. (3) The reactants are [NH:1]([C:3]1[CH:8]=[CH:7][CH:6]=[CH:5][N:4]=1)[NH2:2].[C:9]([CH2:11]C(OC(C)(C)C)=O)#[N:10].[CH3:19][O:20][C:21]1[CH:29]=[CH:28][C:24]([C:25](Cl)=O)=[CH:23][CH:22]=1. No catalyst specified. The product is [CH3:19][O:20][C:21]1[CH:29]=[CH:28][C:24]([C:25]2[CH:11]=[C:9]([NH2:10])[N:1]([C:3]3[CH:8]=[CH:7][CH:6]=[CH:5][N:4]=3)[N:2]=2)=[CH:23][CH:22]=1. The yield is 0.950.